From a dataset of Full USPTO retrosynthesis dataset with 1.9M reactions from patents (1976-2016). Predict the reactants needed to synthesize the given product. Given the product [C:1]([O:5][C:6](=[O:25])[CH2:7][O:8][C:9]1[CH:24]=[CH:23][CH:22]=[CH:21][C:10]=1[C:11]([OH:13])=[O:12])([CH3:4])([CH3:2])[CH3:3], predict the reactants needed to synthesize it. The reactants are: [C:1]([O:5][C:6](=[O:25])[CH2:7][O:8][C:9]1[CH:24]=[CH:23][CH:22]=[CH:21][C:10]=1[C:11]([O:13]CC1C=CC=CC=1)=[O:12])([CH3:4])([CH3:3])[CH3:2].